From a dataset of Experimentally validated miRNA-target interactions with 360,000+ pairs, plus equal number of negative samples. Binary Classification. Given a miRNA mature sequence and a target amino acid sequence, predict their likelihood of interaction. (1) The miRNA is dre-miR-10b-5p with sequence UACCCUGUAGAACCGAAUUUGUG. The protein sequence of the target gene is MTTPALLPLSGRRIPPLNLGPPSFPHHRATLRLSEKFILLLILSAFITLCFGAFFFLPDSSKHKRFDLGLEDVLIPHVDAGKGAKNPGVFLIHGPDEHRHREEEERLRNKIRADHEKALEEAKEKLRKSREEIRAEIQTEKNKVAQAMKTKETRVLPPVPVPQRVGVSGGDPEDMEIKKKRDKIKEMMKHAWDNYRTYGWGHNELRPIARKGHSTNIFGSSQMGATIVDALDTLYIMGLHDEFMDGQRWIEENLDFSVNSEVSVFEVNIRFIGGLLAAYYLSGEEIFKTKAVQLAEKLLP.... Result: 0 (no interaction). (2) The miRNA is hsa-miR-4516 with sequence GGGAGAAGGGUCGGGGC. The protein sequence of the target gene is MKDCEYQQISPGAAPPPASPGARRPGPAAPPAPSPGPAPGAPRWSGSGSGSGSLGRRPRRKWEVFPGRNRFYCGGRLMLAGHGGVFALTLLLILSTTILFFVFDCPYLARTLTLAIPIIAAILFFFVMSCLLQTSFTDPGILPRATICEAAALEKQIDNTGSSTYRPPPRTREVMINGQTVKLKYCFTCKMFRPPRTSHCSVCDNCVERFDHHCPWVGNCVGRRNYRFFYAFILSLSFLTAFIFACVVTHLTLLSQGSNFLSALKKTPASVLELVICFFSIWSILGLSGFHTYLVASNLT.... Result: 0 (no interaction). (3) The miRNA is mmu-miR-3074-2-3p with sequence UGUUUCAGCUCAGUAGGCAC. The protein sequence of the target gene is MYPNWGRYGGSSHYPPPPVPPPPPVALPEASPGPGYSSSTTPAAPSSSGFMSFREQHLAQLQQLQQMHQKQMQCVLQPHHLPPPPLPPPPVMPGGGYGDWQPPPPPMPPPPGPALSYQKQQQYKHQMLHHQRDGPPGLVPMELESPPESPPVPPGSYMPPSQSYMPPPQPPPSYYPPTSSQPYLPPAQPSPSQSPPSQSYLAPTPSYSSSSSSSQSYLSHSQSYLPSSQASPSRPSQGHSKSQLLAPPPPSAPPGNKTTVQQEPLESGAKNKSTEQQQAAPEPDPSTMTPQEQQQYWYRQ.... Result: 0 (no interaction). (4) The miRNA is hsa-miR-552-3p with sequence AACAGGUGACUGGUUAGACAA. The protein sequence of the target gene is MEGESTSAVLSGFVLGALAFQHLNTDSDTEGFLLGEVKGEAKNSITDSQMDDVEVVYTIDIQKYIPCYQLFSFYNSSGEVNEQALKKILSNVKKNVVGWYKFRRHSDQIMTFRERLLHKNLQEHFSNQDLVFLLLTPSIITESCSTHRLEHSLYKPQKGLFHRVPLVVANLGMSEQLGYKTVSGSCMSTGFSRAVQTHSSKFFEEDGSLKEVHKINEMYASLQEELKSICKKVEDSEQAVDKLVKDVNRLKREIEKRRGAQIQAAREKNIQKDPQENIFLCQALRTFFPNSEFLHSCVMS.... Result: 1 (interaction). (5) The miRNA is hsa-miR-4455 with sequence AGGGUGUGUGUGUUUUU. The protein sequence of the target gene is MNAQLTMEAIGELHGVSHEPVPAPADLLGGSPHARSSVGHRGSHLPPAHPRSMGMASLLDGGSGGSDYHHHHRAPEHSLAGPLHPTMTMACETPPGMSMPTTYTTLTPLQPLPPISTVSDKFPHHHHHHHHHHHPHHHQRLAGNVSGSFTLMRDERGLASMNNLYTPYHKDVAGMGQSLSPLSGSGLGSIHNSQQGLPHYAHPGAAMPTDKMLTPNGFEAHHPAMLGRHGEQHLTPTSAGMVPINGLPPHHPHAHLNAQGHGQLLGTAREPNPSVTGAQVSNGSNSGQMEEINTKEVAQR.... Result: 0 (no interaction).